From a dataset of Full USPTO retrosynthesis dataset with 1.9M reactions from patents (1976-2016). Predict the reactants needed to synthesize the given product. (1) Given the product [C:18]1([CH2:17][C:16]([O:15][CH2:14][CH:11]2[CH2:12][CH2:13][NH:8][CH2:9][CH2:10]2)=[O:24])[CH:19]=[CH:20][CH:21]=[CH:22][CH:23]=1, predict the reactants needed to synthesize it. The reactants are: C(OC([N:8]1[CH2:13][CH2:12][CH:11]([CH2:14][O:15][C:16](=[O:24])[CH2:17][C:18]2[CH:23]=[CH:22][CH:21]=[CH:20][CH:19]=2)[CH2:10][CH2:9]1)=O)(C)(C)C.Cl.CCOCC. (2) Given the product [Cl:40][C:36]1[C:35]([F:41])=[C:34]([C@H:16]2[C@H:13]3[N:12]([C@H:11]([CH:42]([CH3:44])[CH3:43])[N:10]([C:7]4[CH:8]=[CH:9][C:4]([C:3]([OH:47])=[O:2])=[C:5]([O:45][CH3:46])[CH:6]=4)[C:14]3=[O:15])[C@@H:18]([CH2:19][C:20]([CH3:23])([CH3:21])[CH3:22])[C@@:17]2([C:26]2[CH:31]=[CH:30][C:29]([Cl:32])=[CH:28][C:27]=2[F:33])[C:24]#[N:25])[CH:39]=[CH:38][CH:37]=1, predict the reactants needed to synthesize it. The reactants are: C[O:2][C:3](=[O:47])[C:4]1[CH:9]=[CH:8][C:7]([N:10]2[C:14](=[O:15])[C@H:13]3[C@H:16]([C:34]4[CH:39]=[CH:38][CH:37]=[C:36]([Cl:40])[C:35]=4[F:41])[C@:17]([C:26]4[CH:31]=[CH:30][C:29]([Cl:32])=[CH:28][C:27]=4[F:33])([C:24]#[N:25])[C@H:18]([CH2:19][C:20]([CH3:23])([CH3:22])[CH3:21])[N:12]3[C@@H:11]2[CH:42]([CH3:44])[CH3:43])=[CH:6][C:5]=1[O:45][CH3:46].[Li+].[OH-]. (3) The reactants are: [CH2:1]([O:3][C:4](=[O:29])[CH2:5][C:6]1[CH:11]=[CH:10][C:9]([O:12][CH3:13])=[C:8]([O:14][C:15]2[CH:20]=[CH:19][C:18](Br)=[CH:17][C:16]=2[CH2:22][N:23]2[CH2:27][CH2:26][O:25][C:24]2=[O:28])[CH:7]=1)[CH3:2].[CH3:30][S:31]([C:34]1[CH:39]=[CH:38][CH:37]=[CH:36][C:35]=1B(O)O)(=[O:33])=[O:32]. Given the product [CH2:1]([O:3][C:4](=[O:29])[CH2:5][C:6]1[CH:11]=[CH:10][C:9]([O:12][CH3:13])=[C:8]([O:14][C:15]2[CH:20]=[CH:19][C:18]([C:35]3[CH:36]=[CH:37][CH:38]=[CH:39][C:34]=3[S:31]([CH3:30])(=[O:33])=[O:32])=[CH:17][C:16]=2[CH2:22][N:23]2[CH2:27][CH2:26][O:25][C:24]2=[O:28])[CH:7]=1)[CH3:2], predict the reactants needed to synthesize it. (4) The reactants are: [NH2:1][C:2]1[CH:3]=[CH:4][C:5]2[CH2:9][O:8][B:7]([OH:10])[C:6]=2[CH:11]=1.[NH:12]1[C:20]2[C:15](=[CH:16][C:17]([S:21](Cl)(=[O:23])=[O:22])=[CH:18][CH:19]=2)[CH:14]=[N:13]1.O. Given the product [OH:10][B:7]1[C:6]2[CH:11]=[C:2]([NH:1][S:21]([C:17]3[CH:16]=[C:15]4[C:20](=[CH:19][CH:18]=3)[NH:12][N:13]=[CH:14]4)(=[O:23])=[O:22])[CH:3]=[CH:4][C:5]=2[CH2:9][O:8]1, predict the reactants needed to synthesize it. (5) Given the product [Cl:21][C:14]1[C:15]([F:20])=[CH:16][CH:17]=[C:18]([Cl:19])[C:13]=1[CH:11]([C:10]1[C:4]2[C:5](=[N:6][CH:7]=[C:2]([B:27]3[O:31][C:30]([CH3:33])([CH3:32])[C:29]([CH3:35])([CH3:34])[O:28]3)[CH:3]=2)[NH:8][CH:9]=1)[CH3:12], predict the reactants needed to synthesize it. The reactants are: Br[C:2]1[CH:3]=[C:4]2[C:10]([CH:11]([C:13]3[C:18]([Cl:19])=[CH:17][CH:16]=[C:15]([F:20])[C:14]=3[Cl:21])[CH3:12])=[CH:9][NH:8][C:5]2=[N:6][CH:7]=1.C([O-])(=O)C.[K+].[B:27]1([B:27]2[O:31][C:30]([CH3:33])([CH3:32])[C:29]([CH3:35])([CH3:34])[O:28]2)[O:31][C:30]([CH3:33])([CH3:32])[C:29]([CH3:35])([CH3:34])[O:28]1.